The task is: Regression. Given two drug SMILES strings and cell line genomic features, predict the synergy score measuring deviation from expected non-interaction effect.. This data is from NCI-60 drug combinations with 297,098 pairs across 59 cell lines. (1) Drug 1: C1=CC(=CC=C1CCCC(=O)O)N(CCCl)CCCl. Drug 2: C1=CC(=CC=C1C#N)C(C2=CC=C(C=C2)C#N)N3C=NC=N3. Cell line: U251. Synergy scores: CSS=18.3, Synergy_ZIP=-13.2, Synergy_Bliss=-11.8, Synergy_Loewe=-13.0, Synergy_HSA=-11.5. (2) Drug 1: COC1=C(C=C2C(=C1)N=CN=C2NC3=CC(=C(C=C3)F)Cl)OCCCN4CCOCC4. Drug 2: CC1C(C(=O)NC(C(=O)N2CCCC2C(=O)N(CC(=O)N(C(C(=O)O1)C(C)C)C)C)C(C)C)NC(=O)C3=C4C(=C(C=C3)C)OC5=C(C(=O)C(=C(C5=N4)C(=O)NC6C(OC(=O)C(N(C(=O)CN(C(=O)C7CCCN7C(=O)C(NC6=O)C(C)C)C)C)C(C)C)C)N)C. Cell line: SW-620. Synergy scores: CSS=38.7, Synergy_ZIP=23.6, Synergy_Bliss=29.2, Synergy_Loewe=28.8, Synergy_HSA=28.8. (3) Drug 1: CC1CCC2CC(C(=CC=CC=CC(CC(C(=O)C(C(C(=CC(C(=O)CC(OC(=O)C3CCCCN3C(=O)C(=O)C1(O2)O)C(C)CC4CCC(C(C4)OC)O)C)C)O)OC)C)C)C)OC. Drug 2: CCC1(CC2CC(C3=C(CCN(C2)C1)C4=CC=CC=C4N3)(C5=C(C=C6C(=C5)C78CCN9C7C(C=CC9)(C(C(C8N6C)(C(=O)OC)O)OC(=O)C)CC)OC)C(=O)OC)O.OS(=O)(=O)O. Cell line: HOP-62. Synergy scores: CSS=-2.35, Synergy_ZIP=9.97, Synergy_Bliss=8.00, Synergy_Loewe=-0.186, Synergy_HSA=0.798. (4) Drug 1: CC1=C(N=C(N=C1N)C(CC(=O)N)NCC(C(=O)N)N)C(=O)NC(C(C2=CN=CN2)OC3C(C(C(C(O3)CO)O)O)OC4C(C(C(C(O4)CO)O)OC(=O)N)O)C(=O)NC(C)C(C(C)C(=O)NC(C(C)O)C(=O)NCCC5=NC(=CS5)C6=NC(=CS6)C(=O)NCCC[S+](C)C)O. Drug 2: CCC1(C2=C(COC1=O)C(=O)N3CC4=CC5=C(C=CC(=C5CN(C)C)O)N=C4C3=C2)O.Cl. Cell line: HOP-92. Synergy scores: CSS=45.5, Synergy_ZIP=-5.94, Synergy_Bliss=-2.93, Synergy_Loewe=2.07, Synergy_HSA=3.51. (5) Drug 2: CCC1=C2CN3C(=CC4=C(C3=O)COC(=O)C4(CC)O)C2=NC5=C1C=C(C=C5)O. Drug 1: C1=CC=C(C=C1)NC(=O)CCCCCCC(=O)NO. Synergy scores: CSS=74.7, Synergy_ZIP=5.53, Synergy_Bliss=6.20, Synergy_Loewe=4.76, Synergy_HSA=6.83. Cell line: SK-OV-3.